Dataset: Reaction yield outcomes from USPTO patents with 853,638 reactions. Task: Predict the reaction yield, written as a fraction of the theoretical maximum amount of product (1.0 means a 100% yield; for example, 0.34 means a 34% yield). (1) The reactants are [C:1]([C:5]1[CH:10]=[CH:9][CH:8]=[CH:7][C:6]=1[N:11]1[CH2:16][CH2:15][N:14]([C:17](=[O:29])[CH2:18][S:19][C:20]2[N:24]([CH3:25])[N:23]=[C:22]([CH3:26])[C:21]=2[CH:27]=[O:28])[CH2:13][CH2:12]1)([CH3:4])([CH3:3])[CH3:2].P([O-])(O)(O)=[O:31].[Na+].CC(=CC)C.Cl([O-])=O.[Na+].S([O-])(O)=O.[Na+]. The catalyst is O.C(O)(C)(C)C.O1CCCC1. The product is [C:1]([C:5]1[CH:10]=[CH:9][CH:8]=[CH:7][C:6]=1[N:11]1[CH2:12][CH2:13][N:14]([C:17](=[O:29])[CH2:18][S:19][C:20]2[N:24]([CH3:25])[N:23]=[C:22]([CH3:26])[C:21]=2[C:27]([OH:31])=[O:28])[CH2:15][CH2:16]1)([CH3:4])([CH3:2])[CH3:3]. The yield is 0.590. (2) The reactants are [CH2:1]([C:4]1[N:8]2[CH:9]=[CH:10][CH:11]=[CH:12][C:7]2=[CH:6][N:5]=1)[CH2:2][CH3:3].[F:13][C:14]([F:25])([F:24])[C:15](O[C:15](=[O:16])[C:14]([F:25])([F:24])[F:13])=[O:16].C(=O)([O-])[O-].[K+].[K+]. The catalyst is CN(C=O)C. The product is [F:13][C:14]([F:25])([F:24])[C:15]([C:6]1[N:5]=[C:4]([CH2:1][CH2:2][CH3:3])[N:8]2[CH:9]=[CH:10][CH:11]=[CH:12][C:7]=12)=[O:16]. The yield is 0.780. (3) The reactants are [C:1]([C:5]1[O:9][N:8]=[C:7]([NH:10][C:11](=[O:28])[CH2:12][C:13]2[CH:18]=[CH:17][C:16](B3OC(C)(C)C(C)(C)O3)=[CH:15][CH:14]=2)[CH:6]=1)([CH3:4])([CH3:3])[CH3:2].Br[C:30]1[CH:31]=[C:32]2[C:36](=[N:37][CH:38]=1)[NH:35][CH:34]=[CH:33]2.C([O-])([O-])=O.[Na+].[Na+].O. The catalyst is CC#N. The product is [NH:35]1[C:36]2=[N:37][CH:38]=[C:30]([C:16]3[CH:15]=[CH:14][C:13]([CH2:12][C:11]([NH:10][C:7]4[CH:6]=[C:5]([C:1]([CH3:2])([CH3:3])[CH3:4])[O:9][N:8]=4)=[O:28])=[CH:18][CH:17]=3)[CH:31]=[C:32]2[CH:33]=[CH:34]1. The yield is 0.260. (4) The reactants are Br[C:2]1[CH:3]=[CH:4][C:5](Cl)=[N:6][CH:7]=1.[F:9][C:10]([F:17])([F:16])[C:11](OCC)=[O:12].Cl.C(=O)([O-])[O-].[K+].[K+].[CH2:25]([N:27](CC)CC)C. The catalyst is O1CCCC1.[N+](C)([O-])=O.[C].[Pd]. The product is [NH2:27][CH2:25][C:11]([C:2]1[CH:7]=[N:6][CH:5]=[CH:4][CH:3]=1)([OH:12])[C:10]([F:17])([F:16])[F:9]. The yield is 0.310. (5) The reactants are Cl[C:2]1[CH:7]=[C:6]([NH2:8])[CH:5]=[C:4]([N:9]2[CH2:14][CH2:13][O:12][CH2:11][CH2:10]2)[N:3]=1.[CH3:15][N:16]1[CH2:21][CH2:20][NH:19][CH2:18][CH2:17]1. The catalyst is CC(N(C)C)=O. The product is [CH3:15][N:16]1[CH2:21][CH2:20][N:19]([C:2]2[CH:7]=[C:6]([NH2:8])[CH:5]=[C:4]([N:9]3[CH2:14][CH2:13][O:12][CH2:11][CH2:10]3)[N:3]=2)[CH2:18][CH2:17]1. The yield is 0.578. (6) The reactants are COC1C=CC(C(C2C=CC(OC)=CC=2)OC(C2C=CC=CC=2)[CH:12]2[CH:16](O)[CH2:15][N:14](C(=O)CCCCC[N:24]3[C:32](=[O:33])[C:31]4[C:26](=[CH:27][CH:28]=[CH:29][CH:30]=4)[C:25]3=[O:34])[CH2:13]2)=CC=1.C1(C)C=CC=CC=1.C(CC[O:61][P:62]([N:70](C(C)C)C(C)C)N(C(C)C)C(C)C)#N.C(OCC)(=[O:79])C. The catalyst is CCCCCC. The product is [NH:14]1[CH2:15][CH2:16][CH2:12][CH2:13]1.[P:62]([NH2:70])([O-:61])[O:79][N:24]1[C:32](=[O:33])[C:31]2=[CH:30][CH:29]=[CH:28][CH:27]=[C:26]2[C:25]1=[O:34]. The yield is 0.850. (7) The reactants are C[O:2][C:3](=[O:32])[C:4]1[CH:9]=[C:8]([S:10](=[O:30])(=[O:29])[NH:11][CH2:12][CH2:13][C:14]2[N:15]=[C:16]([C:19]3[CH:24]=[CH:23][C:22]([C:25]([CH3:28])([CH3:27])[CH3:26])=[CH:21][CH:20]=3)[O:17][CH:18]=2)[CH:7]=[CH:6][C:5]=1[CH3:31].[OH-].[Na+]. The catalyst is CO. The product is [C:25]([C:22]1[CH:21]=[CH:20][C:19]([C:16]2[O:17][CH:18]=[C:14]([CH2:13][CH2:12][NH:11][S:10]([C:8]3[CH:7]=[CH:6][C:5]([CH3:31])=[C:4]([CH:9]=3)[C:3]([OH:32])=[O:2])(=[O:30])=[O:29])[N:15]=2)=[CH:24][CH:23]=1)([CH3:28])([CH3:27])[CH3:26]. The yield is 0.530.